Dataset: Reaction yield outcomes from USPTO patents with 853,638 reactions. Task: Predict the reaction yield, written as a fraction of the theoretical maximum amount of product (1.0 means a 100% yield; for example, 0.34 means a 34% yield). (1) The reactants are [CH2:1]([C:6]1[S:7][C:8]2[N:9]=[C:10]([NH2:21])[N:11]=[C:12]([N:15]3[CH2:20][CH2:19][NH:18][CH2:17][CH2:16]3)[C:13]=2[N:14]=1)[CH2:2][CH2:3][CH2:4][CH3:5].[Cl:22][C:23]1[CH:33]=[CH:32][C:26]([O:27][CH2:28][C:29](O)=[O:30])=[CH:25][CH:24]=1. No catalyst specified. The product is [NH2:21][C:10]1[N:11]=[C:12]([N:15]2[CH2:20][CH2:19][N:18]([C:29](=[O:30])[CH2:28][O:27][C:26]3[CH:32]=[CH:33][C:23]([Cl:22])=[CH:24][CH:25]=3)[CH2:17][CH2:16]2)[C:13]2[N:14]=[C:6]([CH2:1][CH2:2][CH2:3][CH2:4][CH3:5])[S:7][C:8]=2[N:9]=1. The yield is 0.300. (2) The reactants are C([O:8][C:9]1[C:10](=[O:19])[CH:11]=[C:12]([CH:16]([F:18])[F:17])[N:13]([CH3:15])[CH:14]=1)C1C=CC=CC=1. The catalyst is CO.[Pd]. The product is [F:18][CH:16]([F:17])[C:12]1[N:13]([CH3:15])[CH:14]=[C:9]([OH:8])[C:10](=[O:19])[CH:11]=1. The yield is 0.790.